Dataset: Reaction yield outcomes from USPTO patents with 853,638 reactions. Task: Predict the reaction yield, written as a fraction of the theoretical maximum amount of product (1.0 means a 100% yield; for example, 0.34 means a 34% yield). (1) The reactants are CCN([CH:7]([CH3:9])C)C(C)C.[C:10]([OH:18])(=[O:17])[C:11]1C=CC=CC=1.[CH:19]1[CH:20]=[CH:21][C:22]2N(O)N=N[C:23]=2[CH:24]=1.CCN=C=NCCCN(C)C.Cl.C[N:42]([CH:44]=[O:45])C. The catalyst is O. The product is [CH2:7]([O:18][C:10](=[O:17])[CH2:11][NH:42][C:44](=[O:45])[C:23]1[CH:22]=[CH:21][CH:20]=[CH:19][CH:24]=1)[CH3:9]. The yield is 0.530. (2) The reactants are Br[C:2]1[C:7]([Cl:8])=[CH:6][C:5]([NH:9][C:10]2[N:14]=[C:13]([NH2:15])[NH:12][N:11]=2)=[CH:4][C:3]=1[Cl:16].CC1(C)C(C)(C)OB([C:25]2[CH:26]=[N:27][C:28]([NH2:31])=[N:29][CH:30]=2)O1.C(=O)([O-])[O-].[Na+].[Na+]. The catalyst is C1C=CC([P]([Pd]([P](C2C=CC=CC=2)(C2C=CC=CC=2)C2C=CC=CC=2)([P](C2C=CC=CC=2)(C2C=CC=CC=2)C2C=CC=CC=2)[P](C2C=CC=CC=2)(C2C=CC=CC=2)C2C=CC=CC=2)(C2C=CC=CC=2)C2C=CC=CC=2)=CC=1. The product is [NH2:31][C:28]1[N:29]=[CH:30][C:25]([C:2]2[C:7]([Cl:8])=[CH:6][C:5]([NH:9][C:10]3[N:14]=[C:13]([NH2:15])[NH:12][N:11]=3)=[CH:4][C:3]=2[Cl:16])=[CH:26][N:27]=1. The yield is 0.0900. (3) The reactants are Cl.[NH2:2][CH2:3][C:4]1[CH:12]=[CH:11][CH:10]=[C:9]2[C:5]=1[C:6](=[O:22])[N:7]([CH:14]1[CH2:19][CH2:18][C:17](=[O:20])[NH:16][C:15]1=[O:21])[C:8]2=[O:13].N12CCCN=C1CCCCC2.[Cl:34][C:35]1[CH:36]=[C:37]([CH2:42][C:43](O)=[O:44])[CH:38]=[CH:39][C:40]=1[Cl:41].Cl.CN(C)CCCN=C=NCC. The catalyst is CC#N. The product is [Cl:34][C:35]1[CH:36]=[C:37]([CH2:42][C:43]([NH:2][CH2:3][C:4]2[CH:12]=[CH:11][CH:10]=[C:9]3[C:5]=2[C:6](=[O:22])[N:7]([CH:14]2[CH2:19][CH2:18][C:17](=[O:20])[NH:16][C:15]2=[O:21])[C:8]3=[O:13])=[O:44])[CH:38]=[CH:39][C:40]=1[Cl:41]. The yield is 0.670. (4) The yield is 0.400. The catalyst is C(#N)C. The reactants are [Br:1][C:2]1[C:3]([C:9]([F:12])([F:11])[F:10])=[CH:4][C:5](Cl)=[N:6][CH:7]=1.[I-:13].[Na+].C(Cl)(=O)C. The product is [Br:1][C:2]1[C:3]([C:9]([F:12])([F:11])[F:10])=[CH:4][C:5]([I:13])=[N:6][CH:7]=1. (5) The reactants are Br.COC(=O)[NH:5][CH2:6][C@H:7]([CH2:12][C:13](=[O:23])N[C@H](C1C=CC=CC=1)C)[CH2:8][CH:9]([CH3:11])[CH3:10].[OH-:25].[Na+]. The catalyst is O. The product is [CH3:11][CH:9]([CH2:8][C@H:7]([CH2:6][NH2:5])[CH2:12][C:13]([OH:23])=[O:25])[CH3:10]. The yield is 0.900. (6) The reactants are C(OC(=O)[NH:7][C@H:8]([C:11]1[N:20]([C:21]2[CH:26]=[CH:25][CH:24]=[CH:23][CH:22]=2)[C:19](=[O:27])[C:18]2[C:13](=[CH:14][CH:15]=[CH:16][C:17]=2[F:28])[N:12]=1)[CH2:9][CH3:10])(C)(C)C.FC(F)(F)C(O)=O. The catalyst is ClCCl. The product is [NH2:7][C@H:8]([C:11]1[N:20]([C:21]2[CH:22]=[CH:23][CH:24]=[CH:25][CH:26]=2)[C:19](=[O:27])[C:18]2[C:13](=[CH:14][CH:15]=[CH:16][C:17]=2[F:28])[N:12]=1)[CH2:9][CH3:10]. The yield is 0.880. (7) The reactants are C[O:2][C:3]([C:5]1[CH:6]=[C:7]([F:23])[C:8]2[N:9]([CH:20]=[N:21][CH:22]=2)[C:10]=1[NH:11][C:12]1[CH:17]=[CH:16][C:15]([I:18])=[CH:14][C:13]=1[F:19])=[O:4].[OH-].[Na+]. No catalyst specified. The product is [F:23][C:7]1[C:8]2[N:9]([CH:20]=[N:21][CH:22]=2)[C:10]([NH:11][C:12]2[CH:17]=[CH:16][C:15]([I:18])=[CH:14][C:13]=2[F:19])=[C:5]([C:3]([OH:4])=[O:2])[CH:6]=1. The yield is 0.900. (8) The product is [F:14][C:2]1([F:1])[CH2:6][N:5]2[C@H:4]([CH2:7][C:8](=[O:13])[CH2:9][C:10]2([CH3:11])[CH3:12])[CH2:3]1. The yield is 0.690. The catalyst is CO. The reactants are [F:1][C:2]1([F:14])[CH2:6][NH:5][C@H:4]([CH2:7][C:8](=[O:13])[CH:9]=[C:10]([CH3:12])[CH3:11])[CH2:3]1.C([O-])([O-])=O.[K+].[K+]. (9) The reactants are [CH3:1][C:2]1([CH3:28])[CH2:7][CH2:6][CH:5]([CH2:8][C:9]2[NH:10][C:11](=[O:27])[C:12]([C:21]3[CH:26]=[CH:25][CH:24]=[CH:23][CH:22]=3)=[C:13]([OH:20])[C:14]=2C(OCC)=O)[CH2:4][CH2:3]1.[OH-].[Na+].Cl. The catalyst is O. The product is [CH3:1][C:2]1([CH3:28])[CH2:3][CH2:4][CH:5]([CH2:8][C:9]2[NH:10][C:11](=[O:27])[C:12]([C:21]3[CH:26]=[CH:25][CH:24]=[CH:23][CH:22]=3)=[C:13]([OH:20])[CH:14]=2)[CH2:6][CH2:7]1. The yield is 0.870.